Dataset: Cav3 T-type calcium channel HTS with 100,875 compounds. Task: Binary Classification. Given a drug SMILES string, predict its activity (active/inactive) in a high-throughput screening assay against a specified biological target. The compound is O=C(N1CCCc2c1cccc2)Cn1c(=O)c2nnn(c2nc1)Cc1ccc(cc1)C. The result is 0 (inactive).